This data is from Forward reaction prediction with 1.9M reactions from USPTO patents (1976-2016). The task is: Predict the product of the given reaction. (1) Given the reactants Cl[C:2]1[N:7]=[C:6]([NH:8][C:9]2[CH:14]=[CH:13][CH:12]=[CH:11][C:10]=2[S:15]([N:18]([CH3:20])[CH3:19])(=[O:17])=[O:16])[C:5]([Cl:21])=[CH:4][N:3]=1.[O:22]1[CH2:27][CH2:26][O:25][CH2:24][CH:23]1[CH2:28][N:29]1[CH2:35][CH2:34][C:33]2[CH:36]=[C:37]([O:41][CH3:42])[C:38]([NH2:40])=[CH:39][C:32]=2[CH2:31][CH2:30]1, predict the reaction product. The product is: [Cl:21][C:5]1[C:6]([NH:8][C:9]2[CH:14]=[CH:13][CH:12]=[CH:11][C:10]=2[S:15]([N:18]([CH3:20])[CH3:19])(=[O:17])=[O:16])=[N:7][C:2]([NH:40][C:38]2[C:37]([O:41][CH3:42])=[CH:36][C:33]3[CH2:34][CH2:35][N:29]([CH2:28][CH:23]4[CH2:24][O:25][CH2:26][CH2:27][O:22]4)[CH2:30][CH2:31][C:32]=3[CH:39]=2)=[N:3][CH:4]=1. (2) Given the reactants [CH3:1][C:2]1[C:7]([N:8]2[C:12]3[CH:13]=[CH:14][C:15]([C:17]([F:20])([F:19])[F:18])=[CH:16][C:11]=3[N:10]=[C:9]2[C@H:21]2[CH2:25][CH2:24][CH2:23][O:22]2)=[CH:6][CH:5]=[CH:4][C:3]=1[CH2:26][OH:27].CC(OI1(OC(C)=O)(OC(C)=O)OC(=O)C2C=CC=CC1=2)=O.S([O-])([O-])(=O)=S.[Na+].[Na+].C(=O)([O-])O.[Na+], predict the reaction product. The product is: [CH3:1][C:2]1[C:7]([N:8]2[C:12]3[CH:13]=[CH:14][C:15]([C:17]([F:19])([F:20])[F:18])=[CH:16][C:11]=3[N:10]=[C:9]2[C@H:21]2[CH2:25][CH2:24][CH2:23][O:22]2)=[CH:6][CH:5]=[CH:4][C:3]=1[CH:26]=[O:27]. (3) Given the reactants [CH3:1][O:2][C:3]([C:5]1[C:14]2[O:13][CH2:12][CH:11]([C:15]3[CH:16]=[N:17][CH:18]=[C:19]([CH2:21]Br)[CH:20]=3)[O:10][C:9]=2[CH:8]=[CH:7][CH:6]=1)=[O:4].[CH3:23][S-:24].[Na+].C(=O)([O-])[O-].[K+].[K+], predict the reaction product. The product is: [CH3:1][O:2][C:3]([C:5]1[C:14]2[O:13][CH2:12][CH:11]([C:15]3[CH:16]=[N:17][CH:18]=[C:19]([CH2:21][S:24][CH3:23])[CH:20]=3)[O:10][C:9]=2[CH:8]=[CH:7][CH:6]=1)=[O:4].